From a dataset of Experimentally validated miRNA-target interactions with 360,000+ pairs, plus equal number of negative samples. Binary Classification. Given a miRNA mature sequence and a target amino acid sequence, predict their likelihood of interaction. (1) Result: 1 (interaction). The protein sequence of the target gene is MSQQLKKRAKTRHQKGLGGRAPSGAKPRQGKSSQDLQAEIEPVSAVWALCDGYVCYEPGPQALGGDDFSDCYIECVIRGEFSQPILEEDSLFESLEYLKKGSEQQLSQKVFEASSLECSLEYMKKGVKKELPQKIVGENSLEYSEYMTGKKLPPGGIPGIDLSDPKQLAEFARKKPPINKEYDSLSAIACPQSGCTRKLRNRAALRKHLLIHGPRDHVCAECGKAFVESSKLKRHFLVHTGEKPFRCTFEGCGKRFSLDFNLRTHVRIHTGEKRFVCPFQGCNRRFIQSNNLKAHILTHA.... The miRNA is hsa-miR-6851-5p with sequence AGGAGGUGGUACUAGGGGCCAGC. (2) The miRNA is hsa-miR-433-5p with sequence UACGGUGAGCCUGUCAUUAUUC. The protein sequence of the target gene is MERLTLPLGGAAAVDEYLEYRRIVGEDDGGKLFTPEEYEEYKRKVLPLRLQNRLFVSWRSPTGMDCKLVGPETLCFCTHRYKQHKTDLEAIPQQCPIDLPCQVTGCQCRAYLYVPLNGSQPIRCRCKHFADQHSAAPGFTCNTCSKCSGFHSCFTCACGQPAYAHDTVVETKQERLAQEKPVGQDIPYAAMGGLTGFSSLAEGYMRLDDSGIGVPSVEFLESPITAVDSPFLKAFQASSSSSPETLTDVGTSSQVSSLRRPEEDDMAFFERRYQERMKMEKAAKWKGKAPLPSATKPS. Result: 0 (no interaction). (3) The miRNA is hsa-miR-205-3p with sequence GAUUUCAGUGGAGUGAAGUUC. The protein sequence of the target gene is MVNSLLFGEMALAFGCPPGGGGGGCPGGGGGGGGAGPGPSPVTAALRDDLGSNIHLLKGLNVRFRCFLAKVHELERRNRLLEKQLEQQQSERERRLRYKTFSREQAVQTGPELLRPPAPGGGHGLSSGAAAGANANAVALGGLPPGGGSHPQHYGRLPGTIWSYTQVRRTGGGGVETVQGPGVSWVHPDGVGVQIDTITPEIRALYNVLAKVKRERDEYKRRWEEELAKRMNLQTMVDTLQEAAQEADAIQEEMNEKIERLKAELVVFKGLMSDPMTDLDTKIQEKAMKVDMDICRRIDI.... Result: 1 (interaction). (4) The miRNA is hsa-miR-4666a-3p with sequence CAUACAAUCUGACAUGUAUUU. The protein sequence of the target gene is MRAPSMDRAAVARVGAVASASVCALVAGVVLAQYIFTLKRKTGRKTKIIEMMPEFQKSSVRIKNPTRVEEIICGLIKGGAAKLQIITDFDMTLSRFSYKGKRCPTCHNIIDNCKLVTDECRKKLLQLKEKYYAIEVDPVLTVEEKYPYMVEWYTKSHGLLVQQALPKAKLKEIVAESDVMLKEGYENFFDKLQQHSIPVFIFSAGIGDVLEEVIRQAGVYHPNVKVVSNFMDFDETGVLKGFKGELIHVFNKHDGALRNTEYFNQLKDNSNIILLGDSQGDLRMADGVANVEHILKIGYL.... Result: 0 (no interaction).